Dataset: Reaction yield outcomes from USPTO patents with 853,638 reactions. Task: Predict the reaction yield, written as a fraction of the theoretical maximum amount of product (1.0 means a 100% yield; for example, 0.34 means a 34% yield). The product is [Cl:8][C:6]1[CH:5]=[CH:4][N:3]=[C:2]([NH:75][C:11]2[CH:12]=[C:13]([CH:18]=[CH:19][CH:10]=2)[C:14]([NH:16][CH3:17])=[O:15])[CH:7]=1. The reactants are Cl[C:2]1[CH:7]=[C:6]([Cl:8])[CH:5]=[CH:4][N:3]=1.N[C:10]1[CH:19]=[CH:18][C:13]([C:14]([NH:16][CH3:17])=[O:15])=[CH:12][CH:11]=1.C(=O)([O-])[O-].[Cs+].[Cs+].C1C=CC(P(C2C(C3C(P(C4C=CC=CC=4)C4C=CC=CC=4)=CC=C4C=3C=CC=C4)=C3C(C=CC=C3)=CC=2)C2C=CC=CC=2)=CC=1.CC([N:75](C)C)=O. The catalyst is C1C=CC(/C=C/C(/C=C/C2C=CC=CC=2)=O)=CC=1.C1C=CC(/C=C/C(/C=C/C2C=CC=CC=2)=O)=CC=1.C1C=CC(/C=C/C(/C=C/C2C=CC=CC=2)=O)=CC=1.[Pd].[Pd]. The yield is 0.380.